Task: Predict the reaction yield, written as a fraction of the theoretical maximum amount of product (1.0 means a 100% yield; for example, 0.34 means a 34% yield).. Dataset: Reaction yield outcomes from USPTO patents with 853,638 reactions (1) The reactants are [CH3:1][O:2][C:3]1[CH:4]=[C:5]2[C:10](=[CH:11][C:12]=1[O:13][CH3:14])[N:9]=[CH:8][CH:7]=[C:6]2[O:15][C:16]1[C:22]([CH3:23])=[CH:21][C:19]([NH2:20])=[C:18]([CH3:24])[CH:17]=1.C(N(CC)CC)C.ClC(Cl)(O[C:36](=[O:42])OC(Cl)(Cl)Cl)Cl.[N:44]1([CH2:49][CH2:50][NH2:51])[CH2:48][CH2:47][CH2:46][CH2:45]1. The catalyst is C(Cl)(Cl)Cl.O. The product is [CH3:1][O:2][C:3]1[CH:4]=[C:5]2[C:10](=[CH:11][C:12]=1[O:13][CH3:14])[N:9]=[CH:8][CH:7]=[C:6]2[O:15][C:16]1[C:22]([CH3:23])=[CH:21][C:19]([NH:20][C:36]([NH:51][CH2:50][CH2:49][N:44]2[CH2:48][CH2:47][CH2:46][CH2:45]2)=[O:42])=[C:18]([CH3:24])[CH:17]=1. The yield is 0.320. (2) The product is [C:1]12([CH2:11][O:12][C:13]3[C:21]([CH:22]4[CH2:23][CH2:24]4)=[CH:20][C:16]([C:17]([NH:46][S:43]([N:41]4[CH2:42][CH:39]([C:37]#[N:38])[CH2:40]4)(=[O:45])=[O:44])=[O:19])=[C:15]([F:25])[CH:14]=3)[CH2:2][CH:3]3[CH2:9][CH:7]([CH2:6][CH:5]([CH2:4]3)[CH2:10]1)[CH2:8]2. The reactants are [C:1]12([CH2:11][O:12][C:13]3[C:21]([CH:22]4[CH2:24][CH2:23]4)=[CH:20][C:16]([C:17]([OH:19])=O)=[C:15]([F:25])[CH:14]=3)[CH2:10][CH:5]3[CH2:6][CH:7]([CH2:9][CH:3]([CH2:4]3)[CH2:2]1)[CH2:8]2.C(N=C=NCCCN(C)C)C.[C:37]([CH:39]1[CH2:42][N:41]([S:43]([NH2:46])(=[O:45])=[O:44])[CH2:40]1)#[N:38]. The catalyst is CN(C)C1C=CN=CC=1.ClCCl. The yield is 0.790. (3) The reactants are [I:1][C:2]1[CH:7]=[CH:6][C:5]([CH2:8][C:9]([OH:11])=[O:10])=[CH:4][C:3]=1[O:12][CH2:13][C:14]([F:17])([F:16])[F:15].[CH3:18][CH2:19]N=C=NCCCN(C)C.Cl.C(O)C. The catalyst is CN(C)C1C=CN=CC=1.ClCCl. The product is [CH2:18]([O:10][C:9](=[O:11])[CH2:8][C:5]1[CH:6]=[CH:7][C:2]([I:1])=[C:3]([O:12][CH2:13][C:14]([F:16])([F:15])[F:17])[CH:4]=1)[CH3:19]. The yield is 0.820. (4) The reactants are [C:1]([N:5]1[C:9]([C:10]2[CH:15]=[CH:14][N:13]=[C:12](SC)[N:11]=2)=[CH:8][C:7]([C:18]([NH2:20])=[O:19])=[N:6]1)([CH3:4])([CH3:3])[CH3:2].[C:21]1(B(O)O)[CH:26]=[CH:25][CH:24]=[CH:23][CH:22]=1. The catalyst is C1COCC1.S1C=CC=C1C([O-])=O.[Cu+2].S1C=CC=C1C([O-])=O.C1C=CC([P]([Pd]([P](C2C=CC=CC=2)(C2C=CC=CC=2)C2C=CC=CC=2)([P](C2C=CC=CC=2)(C2C=CC=CC=2)C2C=CC=CC=2)[P](C2C=CC=CC=2)(C2C=CC=CC=2)C2C=CC=CC=2)(C2C=CC=CC=2)C2C=CC=CC=2)=CC=1. The product is [C:1]([N:5]1[C:9]([C:10]2[CH:15]=[CH:14][N:13]=[C:12]([C:21]3[CH:26]=[CH:25][CH:24]=[CH:23][CH:22]=3)[N:11]=2)=[CH:8][C:7]([C:18]([NH2:20])=[O:19])=[N:6]1)([CH3:4])([CH3:3])[CH3:2]. The yield is 0.230. (5) The reactants are Br[C:2]1[CH:3]=[C:4]([S:8]([C:11]2[N:15]([C:16]3[CH:21]=[C:20]([F:22])[CH:19]=[CH:18][C:17]=3[F:23])[N:14]=[C:13]([CH2:24][N:25]([CH3:33])[C:26](=[O:32])[O:27][C:28]([CH3:31])([CH3:30])[CH3:29])[CH:12]=2)(=[O:10])=[O:9])[CH:5]=[CH:6][CH:7]=1.C(N(CC)CC)C. The catalyst is C(O)C.[C].[Pd]. The product is [F:23][C:17]1[CH:18]=[CH:19][C:20]([F:22])=[CH:21][C:16]=1[N:15]1[C:11]([S:8]([C:4]2[CH:5]=[CH:6][CH:7]=[CH:2][CH:3]=2)(=[O:9])=[O:10])=[CH:12][C:13]([CH2:24][N:25]([CH3:33])[C:26](=[O:32])[O:27][C:28]([CH3:29])([CH3:30])[CH3:31])=[N:14]1. The yield is 0.890. (6) The reactants are Br[C:2]1[CH:7]=[CH:6][C:5]([N+:8]([O-:10])=[O:9])=[CH:4][N:3]=1.[C:11]([O:15][C:16]([N:18]1[CH2:23][CH2:22][CH:21]([NH2:24])[CH2:20][CH2:19]1)=[O:17])([CH3:14])([CH3:13])[CH3:12].C(N(CC)CC)C. The catalyst is CN(C)C=O. The product is [C:11]([O:15][C:16]([N:18]1[CH2:23][CH2:22][CH:21]([NH:24][C:2]2[CH:7]=[CH:6][C:5]([N+:8]([O-:10])=[O:9])=[CH:4][N:3]=2)[CH2:20][CH2:19]1)=[O:17])([CH3:14])([CH3:12])[CH3:13]. The yield is 0.900. (7) The reactants are [F:1][C:2]([F:16])([F:15])[C:3]1[CH:14]=[CH:13][C:6]([CH2:7][CH:8]([C:11]#[N:12])[C:9]#[N:10])=[CH:5][CH:4]=1.[H-].[Na+].[Cl:19][C:20]([Cl:24])=[CH:21][CH2:22]Cl. The catalyst is CN(C)C=O. The product is [Cl:19][C:20]([Cl:24])=[CH:21][CH2:22][C:8]([CH2:7][C:6]1[CH:5]=[CH:4][C:3]([C:2]([F:15])([F:16])[F:1])=[CH:14][CH:13]=1)([C:11]#[N:12])[C:9]#[N:10]. The yield is 0.370.